This data is from Forward reaction prediction with 1.9M reactions from USPTO patents (1976-2016). The task is: Predict the product of the given reaction. (1) Given the reactants [Br:1][C:2]1[CH:3]=[C:4]([CH:7]=O)[S:5][CH:6]=1.O1CCCC1.[CH3:14][NH2:15].CO, predict the reaction product. The product is: [Br:1][C:2]1[CH:3]=[C:4]([CH2:7][NH:15][CH3:14])[S:5][CH:6]=1. (2) Given the reactants [Na].[C:2]([O:8][CH2:9][CH3:10])(=[O:7])[CH2:3][C:4]([CH3:6])=[O:5].Br[CH2:12][C:13]([C:15]1[CH:20]=[CH:19][CH:18]=[CH:17][CH:16]=1)=[O:14], predict the reaction product. The product is: [CH2:9]([O:8][C:2](=[O:7])[CH:3]([CH2:12][C:13](=[O:14])[C:15]1[CH:20]=[CH:19][CH:18]=[CH:17][CH:16]=1)[C:4](=[O:5])[CH3:6])[CH3:10].